From a dataset of Catalyst prediction with 721,799 reactions and 888 catalyst types from USPTO. Predict which catalyst facilitates the given reaction. Reactant: Br[C:2]1[CH:3]=[N:4][CH:5]=[C:6]([Br:8])[CH:7]=1.C([Mg]Cl)(C)C.[F:14][C:15]([F:23])([F:22])[C:16]([C:18]([F:21])([F:20])[F:19])=[O:17]. The catalyst class is: 1. Product: [Br:8][C:6]1[CH:7]=[C:2]([C:16]([OH:17])([C:18]([F:21])([F:20])[F:19])[C:15]([F:23])([F:22])[F:14])[CH:3]=[N:4][CH:5]=1.